From a dataset of NCI-60 drug combinations with 297,098 pairs across 59 cell lines. Regression. Given two drug SMILES strings and cell line genomic features, predict the synergy score measuring deviation from expected non-interaction effect. Drug 1: CN(C)N=NC1=C(NC=N1)C(=O)N. Drug 2: C1=NC2=C(N1)C(=S)N=C(N2)N. Cell line: NCI-H226. Synergy scores: CSS=7.51, Synergy_ZIP=-5.10, Synergy_Bliss=-2.41, Synergy_Loewe=-18.1, Synergy_HSA=-5.19.